From a dataset of NCI-60 drug combinations with 297,098 pairs across 59 cell lines. Regression. Given two drug SMILES strings and cell line genomic features, predict the synergy score measuring deviation from expected non-interaction effect. (1) Drug 1: CCC1=CC2CC(C3=C(CN(C2)C1)C4=CC=CC=C4N3)(C5=C(C=C6C(=C5)C78CCN9C7C(C=CC9)(C(C(C8N6C)(C(=O)OC)O)OC(=O)C)CC)OC)C(=O)OC.C(C(C(=O)O)O)(C(=O)O)O. Drug 2: C(=O)(N)NO. Cell line: HCT-15. Synergy scores: CSS=14.7, Synergy_ZIP=-2.95, Synergy_Bliss=2.00, Synergy_Loewe=-78.1, Synergy_HSA=0.533. (2) Drug 1: C1=CN(C(=O)N=C1N)C2C(C(C(O2)CO)O)O.Cl. Drug 2: C1=NC2=C(N1)C(=S)N=CN2. Cell line: NCI-H226. Synergy scores: CSS=20.4, Synergy_ZIP=-6.45, Synergy_Bliss=-4.79, Synergy_Loewe=0.755, Synergy_HSA=1.34.